From a dataset of Forward reaction prediction with 1.9M reactions from USPTO patents (1976-2016). Predict the product of the given reaction. (1) Given the reactants C([C:4]1[CH:31]=[CH:30][C:7]([C:8]([NH:10][C:11]2[CH:15]=[C:14]([CH3:16])[N:13]([CH2:17][C:18]3[CH:23]=[C:22]([Cl:24])[CH:21]=[CH:20][C:19]=3[O:25][CH2:26][CH:27]([CH3:29])[CH3:28])[N:12]=2)=[O:9])=[CH:6][CH:5]=1)(=O)C.[CH2:32]([NH2:36])[CH:33]([CH3:35])[CH3:34].[C:37](O)(=O)[CH3:38].C(O[BH-](OC(=O)C)OC(=O)C)(=O)C.[Na+], predict the reaction product. The product is: [ClH:24].[Cl:24][C:22]1[CH:21]=[CH:20][C:19]([O:25][CH2:26][CH:27]([CH3:28])[CH3:29])=[C:18]([CH2:17][N:13]2[C:14]([CH3:16])=[CH:15][C:11]([NH:10][C:8](=[O:9])[C:7]3[CH:30]=[CH:31][CH:4]=[CH:5][C:6]=3[CH:37]([NH:36][CH2:32][CH:33]([CH3:35])[CH3:34])[CH3:38])=[N:12]2)[CH:23]=1. (2) Given the reactants [CH:1]1([CH2:4][NH:5][C:6]2[CH:11]=[CH:10][C:9]([NH:12][S:13]([C:16]3[CH:21]=[CH:20][CH:19]=[CH:18][CH:17]=3)(=[O:15])=[O:14])=[CH:8][C:7]=2[N+:22]([O-])=O)[CH2:3][CH2:2]1, predict the reaction product. The product is: [NH2:22][C:7]1[CH:8]=[C:9]([NH:12][S:13]([C:16]2[CH:17]=[CH:18][CH:19]=[CH:20][CH:21]=2)(=[O:15])=[O:14])[CH:10]=[CH:11][C:6]=1[NH:5][CH2:4][CH:1]1[CH2:2][CH2:3]1. (3) Given the reactants C([O:4][C:5]1[CH:14]=[C:13]2[C:8]([CH:9]=[C:10]([C:19]3[CH:24]=[CH:23][C:22]([O:25]C(=O)C)=[CH:21][CH:20]=3)[CH:11]([CH2:15][CH2:16][CH2:17][CH3:18])[O:12]2)=[CH:7][CH:6]=1)(=O)C.C(O)(=O)C.O, predict the reaction product. The product is: [CH2:15]([CH:11]1[C:10]([C:19]2[CH:20]=[CH:21][C:22]([OH:25])=[CH:23][CH:24]=2)=[CH:9][C:8]2[C:13](=[CH:14][C:5]([OH:4])=[CH:6][CH:7]=2)[O:12]1)[CH2:16][CH2:17][CH3:18]. (4) The product is: [F:19][C:20]1[CH:25]=[CH:24][CH:23]=[CH:22][C:21]=1[C:2]1[N:7]=[CH:6][C:5]([C:8]2[CH:9]=[N:10][CH:11]=[C:12]([CH3:14])[CH:13]=2)=[CH:4][C:3]=1[C:15]([O:17][CH3:18])=[O:16]. Given the reactants Cl[C:2]1[N:7]=[CH:6][C:5]([C:8]2[CH:9]=[N:10][CH:11]=[C:12]([CH3:14])[CH:13]=2)=[CH:4][C:3]=1[C:15]([O:17][CH3:18])=[O:16].[F:19][C:20]1[CH:25]=[CH:24][CH:23]=[CH:22][C:21]=1B(O)O.C(=O)([O-])[O-].[Cs+].[Cs+], predict the reaction product. (5) Given the reactants [NH2:1][CH2:2][CH2:3][CH2:4][CH2:5][N:6]1[C:18]2[C:17]3[CH:16]=[CH:15][CH:14]=[CH:13][C:12]=3[N:11]=[C:10]([NH2:19])[C:9]=2[N:8]=[CH:7]1.[CH2:20]([O:22][C:23]1[CH:32]=[CH:31][C:30]2[C:25](=[CH:26][CH:27]=[CH:28][CH:29]=2)[C:24]=1[C:33](Cl)=[O:34])[CH3:21], predict the reaction product. The product is: [NH2:19][C:10]1[C:9]2[N:8]=[CH:7][N:6]([CH2:5][CH2:4][CH2:3][CH2:2][NH:1][C:33]([C:24]3[C:25]4[C:30](=[CH:29][CH:28]=[CH:27][CH:26]=4)[CH:31]=[CH:32][C:23]=3[O:22][CH2:20][CH3:21])=[O:34])[C:18]=2[C:17]2[CH:16]=[CH:15][CH:14]=[CH:13][C:12]=2[N:11]=1. (6) Given the reactants [N+:1]([C:4]1[CH:5]=[C:6]([CH:9]=[CH:10][CH:11]=1)[CH:7]=O)([O-:3])=[O:2].[CH3:12][O:13][C:14]([C:16]1[CH:17]=[C:18]([CH3:43])[C:19]2[O:25][C:24]3[C:26]([Cl:39])=[CH:27][C:28]([N:30]4[CH2:35][CH2:34][N:33](C5CC5)[CH2:32][CH2:31]4)=[CH:29][C:23]=3[CH2:22][S:21](=[O:41])(=[O:40])[C:20]=2[CH:42]=1)=[O:15].C([BH3-])#N.[Na+].O, predict the reaction product. The product is: [CH3:12][O:13][C:14]([C:16]1[CH:17]=[C:18]([CH3:43])[C:19]2[O:25][C:24]3[C:26]([Cl:39])=[CH:27][C:28]([N:30]4[CH2:31][CH2:32][N:33]([CH2:7][C:6]5[CH:9]=[CH:10][CH:11]=[C:4]([N+:1]([O-:3])=[O:2])[CH:5]=5)[CH2:34][CH2:35]4)=[CH:29][C:23]=3[CH2:22][S:21](=[O:40])(=[O:41])[C:20]=2[CH:42]=1)=[O:15]. (7) Given the reactants [Cl:1][C:2]1[CH:3]=[C:4]([CH:9]=[C:10]([Cl:13])[C:11]=1[OH:12])[C:5]([O:7][CH3:8])=[O:6].Br[CH:15]1[CH2:19][CH2:18][CH2:17][CH2:16]1.C(=O)([O-])[O-].[K+].[K+], predict the reaction product. The product is: [Cl:1][C:2]1[CH:3]=[C:4]([CH:9]=[C:10]([Cl:13])[C:11]=1[O:12][CH:15]1[CH2:19][CH2:18][CH2:17][CH2:16]1)[C:5]([O:7][CH3:8])=[O:6]. (8) Given the reactants [Cl:1][C:2]1[C:3]([CH:9]=O)=[N:4][CH:5]=[C:6]([Cl:8])[N:7]=1.[CH2:11]([NH:18][CH2:19][CH2:20][OH:21])[C:12]1[CH:17]=[CH:16][CH:15]=[CH:14][CH:13]=1.C(O[BH-](OC(=O)C)OC(=O)C)(=O)C.[Na+].C(=O)([O-])O.[Na+], predict the reaction product. The product is: [CH2:11]([N:18]([CH2:9][C:3]1[C:2]([Cl:1])=[N:7][C:6]([Cl:8])=[CH:5][N:4]=1)[CH2:19][CH2:20][OH:21])[C:12]1[CH:17]=[CH:16][CH:15]=[CH:14][CH:13]=1. (9) Given the reactants [CH3:1][O:2][C:3]1[CH:4]=[C:5]2[C:9](=[CH:10][CH:11]=1)[C@H:8]([C@H:12]([CH2:16][CH3:17])[C:13]([OH:15])=[O:14])[CH2:7][CH2:6]2.[C:18]([O-])(O)=O.[Na+].CI.O, predict the reaction product. The product is: [CH3:1][O:2][C:3]1[CH:4]=[C:5]2[C:9](=[CH:10][CH:11]=1)[C@H:8]([C@H:12]([CH2:16][CH3:17])[C:13]([O:15][CH3:18])=[O:14])[CH2:7][CH2:6]2.